Dataset: Catalyst prediction with 721,799 reactions and 888 catalyst types from USPTO. Task: Predict which catalyst facilitates the given reaction. Reactant: [CH3:1][C:2]1([OH:26])[C:11]2[C:6](=[N:7][C:8]([C:19]3[CH:24]=[CH:23][C:22]([CH3:25])=[CH:21][CH:20]=3)=[C:9]([C:12]3[CH:17]=[CH:16][C:15]([CH3:18])=[CH:14][CH:13]=3)[N:10]=2)[NH:5][CH2:4][CH2:3]1.O=[CH:28][CH2:29][CH2:30][CH2:31][CH2:32][CH2:33][C:34]([O:36][CH2:37][CH3:38])=[O:35].C(O[BH-](OC(=O)C)OC(=O)C)(=O)C.[Na+]. Product: [OH:26][C:2]1([CH3:1])[C:11]2=[N:10][C:9]([C:12]3[CH:13]=[CH:14][C:15]([CH3:18])=[CH:16][CH:17]=3)=[C:8]([C:19]3[CH:24]=[CH:23][C:22]([CH3:25])=[CH:21][CH:20]=3)[N:7]=[C:6]2[N:5]([CH2:28][CH2:29][CH2:30][CH2:31][CH2:32][CH2:33][C:34]([O:36][CH2:37][CH3:38])=[O:35])[CH2:4][CH2:3]1. The catalyst class is: 325.